From a dataset of Reaction yield outcomes from USPTO patents with 853,638 reactions. Predict the reaction yield, written as a fraction of the theoretical maximum amount of product (1.0 means a 100% yield; for example, 0.34 means a 34% yield). (1) The reactants are N1C=CC=CC=1.[CH3:7][O:8][C:9]1[CH:47]=[CH:46][C:12]([C:13]([O:28][CH2:29][C@H:30]2[O:34][C@@H:33]([C:35]3[C:41](=[O:42])[NH:40][C:38](=[O:39])[N:37]([CH3:43])[CH:36]=3)[C@H:32]([OH:44])[C@@H:31]2[OH:45])([C:22]2[CH:27]=[CH:26][CH:25]=[CH:24][CH:23]=2)[C:14]2[CH:19]=[CH:18][C:17]([O:20][CH3:21])=[CH:16][CH:15]=2)=[CH:11][CH:10]=1.[Si:48](Cl)([C:51]([CH3:54])([CH3:53])[CH3:52])([CH3:50])[CH3:49]. The catalyst is C1COCC1.[N+]([O-])([O-])=O.[Ag+]. The product is [CH3:7][O:8][C:9]1[CH:47]=[CH:46][C:12]([C:13]([O:28][CH2:29][C@H:30]2[O:34][C@@H:33]([C:35]3[C:41](=[O:42])[NH:40][C:38](=[O:39])[N:37]([CH3:43])[CH:36]=3)[C@H:32]([O:44][Si:48]([C:51]([CH3:54])([CH3:53])[CH3:52])([CH3:50])[CH3:49])[C@@H:31]2[OH:45])([C:22]2[CH:23]=[CH:24][CH:25]=[CH:26][CH:27]=2)[C:14]2[CH:19]=[CH:18][C:17]([O:20][CH3:21])=[CH:16][CH:15]=2)=[CH:11][CH:10]=1.[CH3:7][O:8][C:9]1[CH:47]=[CH:46][C:12]([C:13]([O:28][CH2:29][C@H:30]2[O:34][C@@H:33]([C:35]3[C:41](=[O:42])[NH:40][C:38](=[O:39])[N:37]([CH3:43])[CH:36]=3)[C@H:32]([OH:44])[C@@H:31]2[O:45][Si:48]([C:51]([CH3:54])([CH3:53])[CH3:52])([CH3:50])[CH3:49])([C:22]2[CH:23]=[CH:24][CH:25]=[CH:26][CH:27]=2)[C:14]2[CH:19]=[CH:18][C:17]([O:20][CH3:21])=[CH:16][CH:15]=2)=[CH:11][CH:10]=1. The yield is 0.250. (2) The reactants are [OH:1][C@@H:2]([CH2:18][N:19]([C:24]1[CH:29]=[CH:28][C:27]([OH:30])=[CH:26][CH:25]=1)[CH2:20][CH:21]([CH3:23])[CH3:22])[CH2:3][O:4][C:5]1[C:17]2[C:16]3[C:11](=[CH:12][CH:13]=[CH:14][CH:15]=3)[NH:10][C:9]=2[CH:8]=[CH:7][CH:6]=1.[H-].[Na+].Br[CH2:34][C:35]#[N:36].O. The catalyst is C1COCC1. The product is [OH:1][C@@H:2]([CH2:18][N:19]([C:24]1[CH:29]=[CH:28][C:27]([O:30][CH2:34][C:35]#[N:36])=[CH:26][CH:25]=1)[CH2:20][CH:21]([CH3:23])[CH3:22])[CH2:3][O:4][C:5]1[C:17]2[C:16]3[C:11](=[CH:12][CH:13]=[CH:14][CH:15]=3)[NH:10][C:9]=2[CH:8]=[CH:7][CH:6]=1. The yield is 0.530.